From a dataset of Forward reaction prediction with 1.9M reactions from USPTO patents (1976-2016). Predict the product of the given reaction. (1) Given the reactants C1(C(C2C=CC=CC=2)C([O:10][C@H:11]2[CH2:15][CH2:14][N:13]([CH2:16][C@H:17]([C:35]3[CH:40]=[CH:39][CH:38]=[C:37]([NH2:41])[CH:36]=3)[N:18]([C:20](=[O:34])[CH:21]([C:28]3[CH:33]=[CH:32][CH:31]=[CH:30][CH:29]=3)[C:22]3[CH:27]=[CH:26][CH:25]=[CH:24][CH:23]=3)[CH3:19])[CH2:12]2)=O)C=CC=CC=1.[CH3:48][O:49][CH2:50][CH2:51][O:52][CH2:53][C:54](O)=[O:55].C1(C)C=CC(S([O-])(=O)=O)=CC=1.CN(C)C1C=C[NH+]=CC=1.CC(N=C=NC(C)C)C, predict the reaction product. The product is: [OH:10][C@H:11]1[CH2:15][CH2:14][N:13]([CH2:16][C@@H:17]([N:18]([CH3:19])[C:20](=[O:34])[CH:21]([C:22]2[CH:27]=[CH:26][CH:25]=[CH:24][CH:23]=2)[C:28]2[CH:29]=[CH:30][CH:31]=[CH:32][CH:33]=2)[C:35]2[CH:40]=[CH:39][CH:38]=[C:37]([NH:41][C:54](=[O:55])[CH2:53][O:52][CH2:51][CH2:50][O:49][CH3:48])[CH:36]=2)[CH2:12]1. (2) Given the reactants [N+:1]([C:4]1[CH:13]=[C:12]2[C:7]([CH2:8][CH2:9][NH:10][CH2:11]2)=[CH:6][CH:5]=1)([O-:3])=[O:2].I.CS[C:17]1[NH:18][CH2:19][CH2:20][N:21]=1.CO, predict the reaction product. The product is: [NH:21]1[CH2:20][CH2:19][N:18]=[C:17]1[N:10]1[CH2:9][CH2:8][C:7]2[C:12](=[CH:13][C:4]([N+:1]([O-:3])=[O:2])=[CH:5][CH:6]=2)[CH2:11]1. (3) Given the reactants N[C:2]1[C:7]([C:8]([OH:10])=O)=[CH:6][CH:5]=[CH:4][N:3]=1.[C:11](Cl)(=O)[CH2:12][CH3:13].[CH2:16]([O:18][C:19]1[CH:25]=[CH:24][CH:23]=[CH:22][C:20]=1[NH2:21])[CH3:17].C([N:28](CC)CC)C, predict the reaction product. The product is: [CH2:12]([C:11]1[N:21]([C:20]2[CH:22]=[CH:23][CH:24]=[CH:25][C:19]=2[O:18][CH2:16][CH3:17])[C:8](=[O:10])[C:7]2[CH:2]=[N:3][CH:4]=[CH:5][C:6]=2[N:28]=1)[CH3:13]. (4) Given the reactants [C:1]1([C:7]2[S:11][C:10]([C:12]([OH:14])=[O:13])=[C:9]([N:15]([C@H:25]3[CH2:30][CH2:29][C@H:28]([OH:31])[CH2:27][CH2:26]3)[C:16]([C@H:18]3[CH2:23][CH2:22][C@H:21]([CH3:24])[CH2:20][CH2:19]3)=[O:17])[CH:8]=2)[CH2:6][CH2:5][CH2:4][CH2:3][CH:2]=1.[N:32]([C@@H:35]([CH:40]([CH3:42])[CH3:41])[C:36]([O:38][CH3:39])=[O:37])=[C:33]=[O:34].O, predict the reaction product. The product is: [C:1]1([C:7]2[S:11][C:10]([C:12]([OH:14])=[O:13])=[C:9]([N:15]([C@H:25]3[CH2:26][CH2:27][C@H:28]([O:31][C:33](=[O:34])[NH:32][CH:35]([C:36]([O:38][CH3:39])=[O:37])[CH:40]([CH3:42])[CH3:41])[CH2:29][CH2:30]3)[C:16]([C@H:18]3[CH2:23][CH2:22][C@H:21]([CH3:24])[CH2:20][CH2:19]3)=[O:17])[CH:8]=2)[CH2:6][CH2:5][CH2:4][CH2:3][CH:2]=1. (5) Given the reactants [F:1][C:2]1[CH:7]=[C:6]([I:8])[CH:5]=[CH:4][C:3]=1[NH:9][C:10](=[O:38])[C@@H:11]([N:17]1[C:21](=[O:22])[C@@H:20]([C:23]2[CH:28]=[CH:27][C:26]([O:29][CH2:30][CH2:31][O:32]C(C)(C)C)=[CH:25][CH:24]=2)[NH:19][C:18]1=[O:37])[CH2:12][C:13]([CH3:16])([CH3:15])[CH3:14].C[Si](I)(C)C.CO, predict the reaction product. The product is: [F:1][C:2]1[CH:7]=[C:6]([I:8])[CH:5]=[CH:4][C:3]=1[NH:9][C:10](=[O:38])[C@@H:11]([N:17]1[C:21](=[O:22])[C@@H:20]([C:23]2[CH:24]=[CH:25][C:26]([O:29][CH2:30][CH2:31][OH:32])=[CH:27][CH:28]=2)[NH:19][C:18]1=[O:37])[CH2:12][C:13]([CH3:16])([CH3:14])[CH3:15]. (6) Given the reactants [NH:1]1[CH:5]=[CH:4][CH:3]=[CH:2]1.[CH:6](=O)[CH2:7][CH2:8][CH3:9], predict the reaction product. The product is: [NH:1]1[CH:5]=[CH:4][CH:3]=[C:2]1[CH:6]([C:2]1[NH:1][CH:5]=[CH:4][CH:3]=1)[CH2:7][CH2:8][CH3:9]. (7) Given the reactants [Si:1]([O:8][C@@H:9]1[C@H:17]2[C@@:13]([CH3:26])([C@@H:14]([C@:18]([OH:25])([CH3:24])[CH2:19][C:20](=[CH2:23])[CH2:21]O)[CH2:15][CH2:16]2)[CH2:12][CH2:11][CH2:10]1)([C:4]([CH3:7])([CH3:6])[CH3:5])([CH3:3])[CH3:2].C1C=CC(P(C2C=CC=CC=2)C2C=CC=CC=2)=CC=1.C(Cl)(Cl)(Cl)[Cl:47], predict the reaction product. The product is: [Cl:47][CH2:21][C:20](=[CH2:23])[CH2:19][C@@:18]([C@@H:14]1[C@:13]2([CH3:26])[C@H:17]([C@@H:9]([O:8][Si:1]([C:4]([CH3:7])([CH3:6])[CH3:5])([CH3:3])[CH3:2])[CH2:10][CH2:11][CH2:12]2)[CH2:16][CH2:15]1)([OH:25])[CH3:24]. (8) The product is: [C:1]([O:4][C:5]1[CH:6]=[C:7]([CH2:14][C:15]([Cl:21])=[O:17])[CH:8]=[CH:9][C:10]=1[N+:11]([O-:13])=[O:12])(=[O:3])[CH3:2]. Given the reactants [C:1]([O:4][C:5]1[CH:6]=[C:7]([CH2:14][C:15]([OH:17])=O)[CH:8]=[CH:9][C:10]=1[N+:11]([O-:13])=[O:12])(=[O:3])[CH3:2].C(Cl)(=O)C([Cl:21])=O, predict the reaction product.